This data is from Catalyst prediction with 721,799 reactions and 888 catalyst types from USPTO. The task is: Predict which catalyst facilitates the given reaction. (1) Reactant: CS(O[CH2:6][CH2:7][C:8]1[CH:22]=[CH:21][C:11]([O:12][CH2:13][C:14]([O:16][C:17]([CH3:20])([CH3:19])[CH3:18])=[O:15])=[CH:10][CH:9]=1)(=O)=O.[SH:23][C:24]1[CH:33]=[CH:32][CH:31]=[CH:30][C:25]=1[C:26]([O:28][CH3:29])=[O:27].C(=O)([O-])[O-].[K+].[K+].CCOC(C)=O. Product: [C:17]([O:16][C:14](=[O:15])[CH2:13][O:12][C:11]1[CH:10]=[CH:9][C:8]([CH2:7][CH2:6][S:23][C:24]2[CH:33]=[CH:32][CH:31]=[CH:30][C:25]=2[C:26]([O:28][CH3:29])=[O:27])=[CH:22][CH:21]=1)([CH3:18])([CH3:19])[CH3:20]. The catalyst class is: 10. (2) Reactant: [CH3:1][C@@H:2]1[C@@H:41]([OH:42])[C@@H:40]([CH3:43])[C@H:39]([CH3:44])[O:38][C:36](=[O:37])[CH2:35][C@H:34]([OH:45])[CH2:33][C@H:32]([OH:46])[CH2:31][CH2:30][C@@H:29]([OH:47])[C@H:28]([OH:48])[CH2:27][C@H:26]([OH:49])[CH2:25][C@@:23]2([OH:50])[O:24][C@H:19]([C@H:20]([C:52]([OH:54])=[O:53])[C@@H:21]([OH:51])[CH2:22]2)[CH2:18][C@@H:17]([O:55][CH:56]2[O:61][C@H:60]([CH3:62])[C@@H:59]([OH:63])[C@H:58]([N:64]([CH2:69][CH2:70][CH2:71][NH2:72])[CH2:65][CH2:66][CH2:67][NH2:68])[C@@H:57]2[OH:73])[CH:16]=[CH:15][CH:14]=[CH:13][CH:12]=[CH:11][CH:10]=[CH:9][CH:8]=[CH:7][CH:6]=[CH:5][CH:4]=[CH:3]1.[CH3:74][Si](C=[N+]=[N-])(C)C.C(OCC)C. Product: [CH3:1][C@@H:2]1[C@@H:41]([OH:42])[C@@H:40]([CH3:43])[C@H:39]([CH3:44])[O:38][C:36](=[O:37])[CH2:35][C@H:34]([OH:45])[CH2:33][C@H:32]([OH:46])[CH2:31][CH2:30][C@@H:29]([OH:47])[C@H:28]([OH:48])[CH2:27][C@H:26]([OH:49])[CH2:25][C@@:23]2([OH:50])[O:24][C@H:19]([C@H:20]([C:52]([O:54][CH3:74])=[O:53])[C@@H:21]([OH:51])[CH2:22]2)[CH2:18][C@@H:17]([O:55][CH:56]2[O:61][C@H:60]([CH3:62])[C@@H:59]([OH:63])[C@H:58]([N:64]([CH2:65][CH2:66][CH2:67][NH2:68])[CH2:69][CH2:70][CH2:71][NH2:72])[C@@H:57]2[OH:73])[CH:16]=[CH:15][CH:14]=[CH:13][CH:12]=[CH:11][CH:10]=[CH:9][CH:8]=[CH:7][CH:6]=[CH:5][CH:4]=[CH:3]1. The catalyst class is: 5. (3) Reactant: [Cl:1][CH2:2][CH2:3][C@@H:4]([C:6]1[CH:11]=[CH:10][CH:9]=[CH:8][CH:7]=1)[OH:5].[Cl:12][C:13]1[CH:20]=[CH:19][C:16]([C:17]#[N:18])=[C:15](O)[CH:14]=1.C1(P(C2C=CC=CC=2)C2C=CC=CC=2)C=CC=CC=1.N(C(OCC)=O)=NC(OCC)=O. The catalyst class is: 7. Product: [Cl:12][C:13]1[CH:20]=[CH:19][C:16]([C:17]#[N:18])=[C:15]([O:5][C@@H:4]([C:6]2[CH:11]=[CH:10][CH:9]=[CH:8][CH:7]=2)[CH2:3][CH2:2][Cl:1])[CH:14]=1. (4) Reactant: [Cl:1][C:2]1[N:7]=[CH:6][C:5]([C:8]2[CH:9]=[CH:10][C:11]3[N:12]([C:14]([C:21]4[CH:26]=[CH:25]C=[C:23](F)[CH:22]=4)=[C:15]([NH:17][C:18](=[O:20])[CH3:19])[N:16]=3)[N:13]=2)=[CH:4][C:3]=1[NH:28][S:29]([CH3:32])(=[O:31])=[O:30].ClC1[N:39]=CC(C2C=CC3N(C(I)=C(NC(=O)C)N=3)N=2)=CC=1NS(C)(=O)=O.N1C=CC(B(O)O)=CC=1. Product: [Cl:1][C:2]1[N:7]=[CH:6][C:5]([C:8]2[CH:9]=[CH:10][C:11]3[N:12]([C:14]([C:21]4[CH:22]=[CH:23][N:39]=[CH:25][CH:26]=4)=[C:15]([NH:17][C:18](=[O:20])[CH3:19])[N:16]=3)[N:13]=2)=[CH:4][C:3]=1[NH:28][S:29]([CH3:32])(=[O:31])=[O:30]. The catalyst class is: 140. (5) Reactant: Cl.N[C:3]1[CH:8]=[C:7]([F:9])[C:6]([N:10]2[CH2:15][CH2:14][O:13][CH2:12][CH2:11]2)=[CH:5][C:4]=1[N:16]1[CH2:20][C@H:19]([CH2:21][NH:22][C:23](=[O:25])[CH3:24])[O:18][C:17]1=[O:26].N([O-])=O.[Na+].[P]. Product: [F:9][C:7]1[CH:8]=[CH:3][C:4]([N:16]2[CH2:20][C@H:19]([CH2:21][NH:22][C:23](=[O:25])[CH3:24])[O:18][C:17]2=[O:26])=[CH:5][C:6]=1[N:10]1[CH2:11][CH2:12][O:13][CH2:14][CH2:15]1. The catalyst class is: 229. (6) Reactant: Cl[C:2]1[CH:3]=[C:4]([S:9][CH2:10][CH2:11][CH2:12][C:13]([OH:15])=[O:14])[CH:5]=[CH:6][C:7]=1Cl.[F:16]C1C=CC=CC=1S.[OH-].[K+].BrCCCC(OCC)=O. Product: [F:16][C:5]1[CH:6]=[CH:7][CH:2]=[CH:3][C:4]=1[S:9][CH2:10][CH2:11][CH2:12][C:13]([OH:15])=[O:14]. The catalyst class is: 97.